From a dataset of Forward reaction prediction with 1.9M reactions from USPTO patents (1976-2016). Predict the product of the given reaction. (1) Given the reactants [CH3:1][O:2][C:3]1[CH:4]=[C:5]2[C:9](=[CH:10][CH:11]=1)[NH:8][CH:7]=[CH:6]2.[H-].[Na+].Br[CH:15]1[CH2:19][CH2:18][CH2:17][CH2:16]1, predict the reaction product. The product is: [CH:15]1([N:8]2[C:9]3[C:5](=[CH:4][C:3]([O:2][CH3:1])=[CH:11][CH:10]=3)[CH:6]=[CH:7]2)[CH2:19][CH2:18][CH2:17][CH2:16]1. (2) Given the reactants CC(C[AlH]CC(C)C)C.[N:10]1[CH:15]=[CH:14][CH:13]=[CH:12][C:11]=1[N:16]1[CH:20]=[C:19]([C:21](OCC)=[O:22])[CH:18]=[N:17]1, predict the reaction product. The product is: [N:10]1[CH:15]=[CH:14][CH:13]=[CH:12][C:11]=1[N:16]1[CH:20]=[C:19]([CH2:21][OH:22])[CH:18]=[N:17]1. (3) Given the reactants C([O:9][CH2:10][C@@H:11]1[C@@H:15]([F:16])[C@:14]([O:18]C(=O)C2C=CC=CC=2)([CH3:17])[C@H:13]([N:27]2[CH:35]=[N:34][C:33]3[C:28]2=[N:29][C:30]([NH2:37])=[N:31][C:32]=3Cl)[O:12]1)(=O)C1C=CC=CC=1.[CH3:38][O-:39].[Na+], predict the reaction product. The product is: [NH2:37][C:30]1[N:29]=[C:28]2[C:33]([N:34]=[CH:35][N:27]2[C@H:13]2[C@:14]([CH3:17])([OH:18])[C@H:15]([F:16])[C@@H:11]([CH2:10][OH:9])[O:12]2)=[C:32]([O:39][CH3:38])[N:31]=1. (4) Given the reactants [OH:1][C:2]1[C:11]2[C:6](=[C:7]([CH3:14])[C:8]([O:12][CH3:13])=[CH:9][CH:10]=2)[N:5]=[C:4]([N:15]2[CH:19]=[CH:18][C:17]([CH:20]([CH3:22])[CH3:21])=[N:16]2)[CH:3]=1.COC1C(C)=C2C(C(O[CH:42]3[CH2:59][CH:58]4[CH:44]([C:45](=[O:65])[N:46]([CH3:64])[CH2:47][CH2:48][CH2:49][CH2:50][CH:51]=[CH:52][CH:53]5[C:55]([C:61]([OH:63])=[O:62])([NH:56][C:57]4=[O:60])[CH2:54]5)[CH2:43]3)=CC(C3SC=CN=3)=N2)=CC=1, predict the reaction product. The product is: [CH:20]([C:17]1[CH:18]=[CH:19][N:15]([C:4]2[CH:3]=[C:2]([O:1][CH:42]3[CH2:59][CH:58]4[CH:44]([C:45](=[O:65])[N:46]([CH3:64])[CH2:47][CH2:48][CH2:49][CH2:50][CH:51]=[CH:52][CH:53]5[C:55]([C:61]([OH:63])=[O:62])([NH:56][C:57]4=[O:60])[CH2:54]5)[CH2:43]3)[C:11]3[C:6](=[C:7]([CH3:14])[C:8]([O:12][CH3:13])=[CH:9][CH:10]=3)[N:5]=2)[N:16]=1)([CH3:22])[CH3:21]. (5) Given the reactants [CH3:1][C:2]1[CH:8]=[CH:7][C:6]([S:9]([CH3:12])(=[O:11])=[O:10])=[CH:5][C:3]=1N.Cl.N([O-])=O.[Na+].[I-:18].[K+], predict the reaction product. The product is: [I:18][C:3]1[CH:5]=[C:6]([S:9]([CH3:12])(=[O:11])=[O:10])[CH:7]=[CH:8][C:2]=1[CH3:1].